Predict the reactants needed to synthesize the given product. From a dataset of Full USPTO retrosynthesis dataset with 1.9M reactions from patents (1976-2016). (1) Given the product [Cl:1][C:2]1[C:7]([Cl:8])=[C:6]([O:9][C:10]2[CH:15]=[CH:14][N:13]=[C:12]([NH:45][C:44]3[CH:46]=[C:47]([O:49][CH3:50])[CH:48]=[C:42]([S:39]([CH:36]4[CH2:37][CH2:38]4)(=[O:41])=[O:40])[CH:43]=3)[N:11]=2)[CH:5]=[CH:4][C:3]=1[NH:17][C:18]([NH:20][C:21]1[N:25]([C:26]2[CH:27]=[CH:28][C:29]([CH3:32])=[CH:30][CH:31]=2)[N:24]=[C:23]([CH:33]([CH3:34])[CH3:35])[CH:22]=1)=[O:19], predict the reactants needed to synthesize it. The reactants are: [Cl:1][C:2]1[C:7]([Cl:8])=[C:6]([O:9][C:10]2[CH:15]=[CH:14][N:13]=[C:12](Cl)[N:11]=2)[CH:5]=[CH:4][C:3]=1[NH:17][C:18]([NH:20][C:21]1[N:25]([C:26]2[CH:31]=[CH:30][C:29]([CH3:32])=[CH:28][CH:27]=2)[N:24]=[C:23]([CH:33]([CH3:35])[CH3:34])[CH:22]=1)=[O:19].[CH:36]1([S:39]([C:42]2[CH:43]=[C:44]([CH:46]=[C:47]([O:49][CH3:50])[CH:48]=2)[NH2:45])(=[O:41])=[O:40])[CH2:38][CH2:37]1.C([O-])(O)=O.[Na+]. (2) Given the product [Br:24][C:21]1[C:20]([CH3:25])=[C:19]2[C:18](=[CH:23][CH:22]=1)[C:17](=[O:27])[O:16][CH:14]2[C:15]1[CH:5]=[CH:6][CH:1]=[CH:2][CH:3]=1, predict the reactants needed to synthesize it. The reactants are: [C:1]1([Mg]Br)[CH:6]=[CH:5]C=[CH:3][CH:2]=1.C(OCC)C.[CH2:14]([O:16][C:17](=[O:27])[C:18]1[CH:23]=[CH:22][C:21]([Br:24])=[C:20]([CH3:25])[C:19]=1I)[CH3:15].[Li+].[Cl-].C(=O)C1C=CC=CC=1.